Dataset: Catalyst prediction with 721,799 reactions and 888 catalyst types from USPTO. Task: Predict which catalyst facilitates the given reaction. (1) Reactant: [Br:1][C:2]1[CH:3]=[CH:4][C:5]([NH2:8])=[N:6][CH:7]=1.[CH3:9][C:10]1([CH3:18])[O:15][C:14](=[O:16])[CH2:13][C:12](=[O:17])[O:11]1.[CH3:19]OC(OC)OC. Product: [Br:1][C:2]1[CH:3]=[CH:4][C:5]([NH:8][CH:19]=[C:13]2[C:14](=[O:16])[O:15][C:10]([CH3:18])([CH3:9])[O:11][C:12]2=[O:17])=[N:6][CH:7]=1. The catalyst class is: 8. (2) Reactant: [NH:1]1[C:9]2[C:4](=[CH:5][CH:6]=[CH:7][CH:8]=2)[CH2:3][CH2:2]1.[F:10][C:11]([F:22])([F:21])[C:12](O[C:12](=[O:13])[C:11]([F:22])([F:21])[F:10])=[O:13]. Product: [F:10][C:11]([F:22])([F:21])[C:12]([N:1]1[C:9]2[C:4](=[CH:5][CH:6]=[CH:7][CH:8]=2)[CH2:3][CH2:2]1)=[O:13]. The catalyst class is: 4. (3) Reactant: [Cl:1][C:2]1[CH:7]=[CH:6][C:5]([C:8]2[N:13]=[CH:12][N:11]=[C:10]([NH:14][CH:15]3[CH2:17][CH2:16]3)[C:9]=2[NH2:18])=[CH:4][CH:3]=1.[CH2:19]([C:21]1[N:29]=[CH:28][CH:27]=[CH:26][C:22]=1[C:23](Cl)=[O:24])[CH3:20].C([O-])(O)=O.[Na+]. Product: [Cl:1][C:2]1[CH:3]=[CH:4][C:5]([C:8]2[C:9]([NH:18][C:23](=[O:24])[C:22]3[CH:26]=[CH:27][CH:28]=[N:29][C:21]=3[CH2:19][CH3:20])=[C:10]([NH:14][CH:15]3[CH2:16][CH2:17]3)[N:11]=[CH:12][N:13]=2)=[CH:6][CH:7]=1. The catalyst class is: 202. (4) Reactant: [C:1]([C:3]1[C:7]([CH:8]([OH:11])CO)=[C:6]([C:12]2[N:16]=[CH:15][N:14]([CH:17]3[CH2:22][CH2:21][CH2:20][CH2:19][O:18]3)[N:13]=2)[S:5][C:4]=1[C:23]1[CH:28]=[CH:27][N:26]=[C:25]([NH:29][C:30](=[O:33])[O:31][CH3:32])[CH:24]=1)#[N:2].I([O-])(=O)(=O)=O.[Na+]. Product: [C:1]([C:3]1[C:7]([CH:8]=[O:11])=[C:6]([C:12]2[N:16]=[CH:15][N:14]([CH:17]3[CH2:22][CH2:21][CH2:20][CH2:19][O:18]3)[N:13]=2)[S:5][C:4]=1[C:23]1[CH:28]=[CH:27][N:26]=[C:25]([NH:29][C:30](=[O:33])[O:31][CH3:32])[CH:24]=1)#[N:2]. The catalyst class is: 95. (5) Reactant: [CH3:1][O:2][C:3](=[O:14])[C:4]1[CH:9]=[CH:8][C:7]([N+:10]([O-:12])=[O:11])=[CH:6][C:5]=1[OH:13].ClC(Cl)(O[C:19](=[O:25])OC(Cl)(Cl)Cl)Cl.C(N(C(C)C)CC)(C)C.CCN(CC)CC.[CH3:43][N:44]1[CH2:49][CH2:48][NH:47][CH2:46][CH2:45]1. Product: [CH3:43][N:44]1[CH2:49][CH2:48][N:47]([C:19]([O:13][C:5]2[CH:6]=[C:7]([N+:10]([O-:12])=[O:11])[CH:8]=[CH:9][C:4]=2[C:3]([O:2][CH3:1])=[O:14])=[O:25])[CH2:46][CH2:45]1. The catalyst class is: 76.